Task: Predict the reactants needed to synthesize the given product.. Dataset: Full USPTO retrosynthesis dataset with 1.9M reactions from patents (1976-2016) (1) Given the product [Cl:1][C:2]1[CH:23]=[CH:22][C:5]([O:6][C:7]2[CH:12]=[CH:11][C:10]([C:13]3([CH3:14])[CH2:16][O:17]3)=[C:9]([C:18]([F:21])([F:20])[F:19])[CH:8]=2)=[CH:4][CH:3]=1, predict the reactants needed to synthesize it. The reactants are: [Cl:1][C:2]1[CH:23]=[CH:22][C:5]([O:6][C:7]2[CH:12]=[CH:11][C:10]([C:13]3([CH:16]=[O:17])C[CH2:14]3)=[C:9]([C:18]([F:21])([F:20])[F:19])[CH:8]=2)=[CH:4][CH:3]=1.C[S+](C)C.COS([O-])(=O)=O.[OH-].[Na+].[Na+].[Cl-]. (2) Given the product [CH3:35][O:34][C:32](=[O:33])[CH2:31][C:30]([NH:1][C:2]1[CH:3]=[C:4]([C:5](=[O:6])[NH:7][C@@H:8]([C:10]2[CH:15]=[CH:14][CH:13]=[CH:12][CH:11]=2)[CH3:9])[CH:16]=[CH:17][C:18]=1[Cl:19])=[O:36], predict the reactants needed to synthesize it. The reactants are: [NH2:1][C:2]1[CH:3]=[C:4]([CH:16]=[CH:17][C:18]=1[Cl:19])[C:5]([NH:7][C@@H:8]([C:10]1[CH:15]=[CH:14][CH:13]=[CH:12][CH:11]=1)[CH3:9])=[O:6].C(N(C(C)C)C(C)C)C.Cl[C:30](=[O:36])[CH2:31][C:32]([O:34][CH3:35])=[O:33]. (3) Given the product [C:16]([O:15][C:13](=[O:14])[N:11]([C@@H:7]([C:8](=[O:9])[N:57]([CH3:58])[C@@H:49]([C:48](=[O:59])[NH:47][CH3:46])[CH2:50][C:51]1[CH:56]=[CH:55][CH:54]=[CH:53][CH:52]=1)[CH2:6][C:4]1[C:3]2[CH:20]=[CH:21][CH:22]=[CH:23][C:2]=2[S:1][CH:5]=1)[CH3:12])([CH3:17])([CH3:19])[CH3:18], predict the reactants needed to synthesize it. The reactants are: [S:1]1[CH:5]=[C:4]([CH2:6][C@@H:7]([N:11]([C:13]([O:15][C:16]([CH3:19])([CH3:18])[CH3:17])=[O:14])[CH3:12])[C:8](O)=[O:9])[C:3]2[CH:20]=[CH:21][CH:22]=[CH:23][C:2]1=2.ON1C2N=CC=CC=2N=N1.CCN=C=NCCCN(C)C.Cl.[CH3:46][NH:47][C:48](=[O:59])[C@H:49]([NH:57][CH3:58])[CH2:50][C:51]1[CH:56]=[CH:55][CH:54]=[CH:53][CH:52]=1.C(N(C(C)C)CC)(C)C.